From a dataset of Reaction yield outcomes from USPTO patents with 853,638 reactions. Predict the reaction yield, written as a fraction of the theoretical maximum amount of product (1.0 means a 100% yield; for example, 0.34 means a 34% yield). (1) The reactants are [H-].[Na+].[C:3]1([CH2:9][CH2:10][CH:11]([C:17]([O:19][CH2:20][CH3:21])=[O:18])[C:12]([O:14][CH2:15][CH3:16])=[O:13])[CH:8]=[CH:7][CH:6]=[CH:5][CH:4]=1.Br[CH2:23][C:24]([C:26]1[CH:31]=[CH:30][C:29]([C:32]2[CH:37]=[CH:36][C:35]([N+:38]([O-:40])=[O:39])=[CH:34][CH:33]=2)=[CH:28][C:27]=1[CH3:41])=[O:25].C(OCC)(=O)C. The catalyst is O1CCCC1.O. The product is [CH3:41][C:27]1[CH:28]=[C:29]([C:32]2[CH:37]=[CH:36][C:35]([N+:38]([O-:40])=[O:39])=[CH:34][CH:33]=2)[CH:30]=[CH:31][C:26]=1[C:24](=[O:25])[CH2:23][C:11]([CH2:10][CH2:9][C:3]1[CH:4]=[CH:5][CH:6]=[CH:7][CH:8]=1)([C:17]([O:19][CH2:20][CH3:21])=[O:18])[C:12]([O:14][CH2:15][CH3:16])=[O:13]. The yield is 0.820. (2) The reactants are [Cl:1][C:2]1[N:10]=[C:9]2[C:5]([NH:6][CH:7]=[N:8]2)=[C:4](Cl)[N:3]=1.O.C1(C)C=CC(S(O)(=O)=O)=CC=1.[O:24]1[CH:29]=[CH:28][CH2:27][CH2:26][CH2:25]1.O.[NH3:31]. The catalyst is C(OCC)(=O)C.C(O)(C)C. The product is [Cl:1][C:2]1[N:10]=[C:9]2[C:5]([N:6]=[CH:7][N:8]2[CH:29]2[CH2:28][CH2:27][CH2:26][CH2:25][O:24]2)=[C:4]([NH2:31])[N:3]=1. The yield is 0.930. (3) The reactants are C1([C@H](NCCN[C@@H](C2C=CC=CC=2)C)C)C=CC=CC=1.C(O)CO.C([Zn]CC)C.C([O:33][C:34](=[O:57])[C:35]1[CH:40]=[C:39]([CH3:41])[C:38]([C:42](=[O:55])[C:43]2[CH:48]=[C:47]([N:49]3[CH:53]=[CH:52][N:51]=[CH:50]3)[CH:46]=[CH:45][C:44]=2[CH3:54])=[C:37]([CH3:56])[CH:36]=1)(C)C.C[SiH](O)C.C[Si](C)(C)C.C[Si](O)(C)C.[OH-].[Na+]. The catalyst is O1CCCC1.C(O)C. The product is [OH:55][C@@H:42]([C:43]1[CH:48]=[C:47]([N:49]2[CH:53]=[CH:52][N:51]=[CH:50]2)[CH:46]=[CH:45][C:44]=1[CH3:54])[C:38]1[C:37]([CH3:56])=[CH:36][C:35]([C:34]([OH:57])=[O:33])=[CH:40][C:39]=1[CH3:41]. The yield is 0.850. (4) The reactants are [CH2:1]([O:3][CH:4]([O:14][CH2:15][CH3:16])[CH2:5][O:6][C:7]1[CH:8]=[CH:9][C:10](F)=[N:11][CH:12]=1)[CH3:2].CC(C)([O-])C.[K+].CN(C)C(=O)C.[CH3:29][N:30]1[CH:34]=[CH:33][C:32]([NH:35][C:36]2[C:45]3[C:40](=[CH:41][CH:42]=[C:43]([OH:46])[CH:44]=3)[N:39]=[CH:38][N:37]=2)=[N:31]1. The catalyst is O. The product is [CH2:1]([O:3][CH:4]([O:14][CH2:15][CH3:16])[CH2:5][O:6][C:7]1[CH:8]=[CH:9][C:10]([O:46][C:43]2[CH:44]=[C:45]3[C:40](=[CH:41][CH:42]=2)[N:39]=[CH:38][N:37]=[C:36]3[NH:35][C:32]2[CH:33]=[CH:34][N:30]([CH3:29])[N:31]=2)=[N:11][CH:12]=1)[CH3:2]. The yield is 0.650.